Dataset: Full USPTO retrosynthesis dataset with 1.9M reactions from patents (1976-2016). Task: Predict the reactants needed to synthesize the given product. Given the product [C:61](=[O:62])([O:63][C:64]1[CH:65]=[CH:66][C:67]([N+:70]([O-:72])=[O:71])=[CH:68][CH:69]=1)[O:45][CH2:44][C@@H:21]1[C@@H:20]([O:19][CH2:1][CH2:2][CH2:3][CH2:4][CH2:5][CH2:6][CH2:7][CH2:8][CH2:9][CH2:10][CH2:11][CH2:12][CH2:13][CH2:14][CH2:15][CH2:16][CH2:17][CH3:18])[C@@H:24]([O:25][CH2:26][CH2:27][CH2:28][CH2:29][CH2:30][CH2:31][CH2:32][CH2:33][CH2:34][CH2:35][CH2:36][CH2:37][CH2:38][CH2:39][CH2:40][CH2:41][CH2:42][CH3:43])[CH2:23][O:22]1, predict the reactants needed to synthesize it. The reactants are: [CH2:1]([O:19][C@H:20]1[C@@H:24]([O:25][CH2:26][CH2:27][CH2:28][CH2:29][CH2:30][CH2:31][CH2:32][CH2:33][CH2:34][CH2:35][CH2:36][CH2:37][CH2:38][CH2:39][CH2:40][CH2:41][CH2:42][CH3:43])[CH2:23][O:22][C@@H:21]1[CH2:44][OH:45])[CH2:2][CH2:3][CH2:4][CH2:5][CH2:6][CH2:7][CH2:8][CH2:9][CH2:10][CH2:11][CH2:12][CH2:13][CH2:14][CH2:15][CH2:16][CH2:17][CH3:18].O1CCCC1.CN(C)N1C=CC=CC1.Cl[C:61]([O:63][C:64]1[CH:69]=[CH:68][C:67]([N+:70]([O-:72])=[O:71])=[CH:66][CH:65]=1)=[O:62].